Dataset: Reaction yield outcomes from USPTO patents with 853,638 reactions. Task: Predict the reaction yield, written as a fraction of the theoretical maximum amount of product (1.0 means a 100% yield; for example, 0.34 means a 34% yield). (1) The reactants are [C:1]1([NH2:8])[CH:6]=[CH:5][CH:4]=[CH:3][C:2]=1N.[N:9]1C=CC=CC=1.[C:15]1([CH2:21][S:22](Cl)(=[O:24])=[O:23])[CH:20]=[CH:19][CH:18]=[CH:17][CH:16]=1. The product is [NH2:9][C:5]1[CH:6]=[C:1]([NH:8][S:22]([CH2:21][C:15]2[CH:20]=[CH:19][CH:18]=[CH:17][CH:16]=2)(=[O:24])=[O:23])[CH:2]=[CH:3][CH:4]=1. The yield is 0.190. The catalyst is CC#N. (2) The reactants are [NH2:1][C:2]1[C:7]([O:8][C:9]2[CH:16]=[CH:15][C:12]([C:13]#[N:14])=[CH:11][CH:10]=2)=[CH:6][CH:5]=[CH:4][N:3]=1.[Cl:17]N1C(=O)CCC1=O.O. The catalyst is CN(C=O)C. The product is [NH2:1][C:2]1[C:7]([O:8][C:9]2[CH:16]=[CH:15][C:12]([C:13]#[N:14])=[CH:11][CH:10]=2)=[CH:6][C:5]([Cl:17])=[CH:4][N:3]=1. The yield is 0.422. (3) The reactants are [NH2:1][C:2]1[CH:11]=[C:10]([F:12])[C:9]([O:13][CH3:14])=[C:8]2[C:3]=1[C:4](=[O:24])[C:5]([C:19]([O:21]CC)=[O:20])=[CH:6][N:7]2[C@@H:15]1[CH2:17][C@@H:16]1[F:18].C(O)(=O)C.Cl. The catalyst is O. The product is [NH2:1][C:2]1[CH:11]=[C:10]([F:12])[C:9]([O:13][CH3:14])=[C:8]2[C:3]=1[C:4](=[O:24])[C:5]([C:19]([OH:21])=[O:20])=[CH:6][N:7]2[C@@H:15]1[CH2:17][C@@H:16]1[F:18]. The yield is 0.510. (4) The reactants are Cl.Cl.[CH3:3][C:4]1[CH:17]=[C:7]2[C:8]([C@H:12]3[CH2:14][C@@H:13]3[CH2:15][NH2:16])=[CH:9][CH:10]=[CH:11][N:6]2[N:5]=1.C(N(CC)CC)C.[C:25](OC(=O)C)(=[O:27])[CH3:26]. The catalyst is O1CCCC1. The product is [CH3:3][C:4]1[CH:17]=[C:7]2[C:8]([C@H:12]3[CH2:14][C@@H:13]3[CH2:15][NH:16][C:25](=[O:27])[CH3:26])=[CH:9][CH:10]=[CH:11][N:6]2[N:5]=1. The yield is 0.930.